Dataset: Reaction yield outcomes from USPTO patents with 853,638 reactions. Task: Predict the reaction yield, written as a fraction of the theoretical maximum amount of product (1.0 means a 100% yield; for example, 0.34 means a 34% yield). (1) The reactants are N1C=CC(C)=CC=1.COC1C=CC=CC=1C=O.C(OC(=O)C)(=O)C.[CH3:25][O:26][C:27]1[CH:40]=[CH:39][CH:38]=[CH:37][C:28]=1/[CH:29]=[CH:30]/[C:31]1[CH:36]=[CH:35][N:34]=[CH:33][CH:32]=1.[H][H]. The catalyst is O=[Pt]=O.C(O)(=O)C. The product is [CH3:25][O:26][C:27]1[CH:40]=[CH:39][CH:38]=[CH:37][C:28]=1[CH2:29][CH2:30][CH:31]1[CH2:36][CH2:35][NH:34][CH2:33][CH2:32]1. The yield is 0.821. (2) The catalyst is CC(O)C.CC(N(C)C)=O. The yield is 0.940. The reactants are [CH3:1][S:2]([CH2:5][CH2:6][CH2:7][O:8][C:9]1[CH:17]=[CH:16][CH:15]=[C:14]2[C:10]=1[CH:11]=[CH:12][NH:13]2)(=[O:4])=[O:3].[Cl:18][C:19]1[N:24]=[C:23](Cl)[CH:22]=[CH:21][N:20]=1.C1C=CC2N(O)N=NC=2C=1.C([O-])([O-])=O.[K+].[K+]. The product is [Cl:18][C:19]1[N:24]=[C:23]([N:13]2[C:14]3[C:10](=[C:9]([O:8][CH2:7][CH2:6][CH2:5][S:2]([CH3:1])(=[O:4])=[O:3])[CH:17]=[CH:16][CH:15]=3)[CH:11]=[CH:12]2)[CH:22]=[CH:21][N:20]=1. (3) The reactants are [F:1][C:2]1[CH:7]=[C:6]([F:8])[CH:5]=[CH:4][C:3]=1/[CH:9]=[CH:10]/[C:11]1[CH:16]=[CH:15][C:14]([S:17]([O-:19])=[O:18])=[CH:13][CH:12]=1.[Na+].FC1C=C(F)C=CC=1C=C.Cl[C:32]1[C:37]([C:38](=[O:40])[CH3:39])=[CH:36][CH:35]=[CH:34][N:33]=1.[BH4-].[Na+]. The catalyst is CS(C)=O.O1CCCC1.C(O)C.O. The product is [F:1][C:2]1[CH:7]=[C:6]([F:8])[CH:5]=[CH:4][C:3]=1/[CH:9]=[CH:10]/[C:11]1[CH:16]=[CH:15][C:14]([S:17]([C:32]2[C:37]([CH:38]([OH:40])[CH3:39])=[CH:36][CH:35]=[CH:34][N:33]=2)(=[O:19])=[O:18])=[CH:13][CH:12]=1. The yield is 0.140.